From a dataset of Reaction yield outcomes from USPTO patents with 853,638 reactions. Predict the reaction yield, written as a fraction of the theoretical maximum amount of product (1.0 means a 100% yield; for example, 0.34 means a 34% yield). (1) The reactants are Cl.[CH2:2]([O:9][C:10]1[CH:19]=[C:18]2[C:13]([C:14]([Cl:20])=[N:15][CH:16]=[N:17]2)=[CH:12][C:11]=1[O:21][CH3:22])[C:3]1[CH:8]=[CH:7][CH:6]=[CH:5][CH:4]=1.[C:23]([O:26][C:27]1[CH:28]=[C:29]([CH:31]=[CH:32][C:33]=1[CH3:34])[NH2:30])(=[O:25])[CH3:24]. The catalyst is C(O)(C)C. The product is [ClH:20].[C:23]([O:26][C:27]1[CH:28]=[C:29]([CH:31]=[CH:32][C:33]=1[CH3:34])[NH:30][C:14]1[C:13]2[C:18](=[CH:19][C:10]([O:9][CH2:2][C:3]3[CH:8]=[CH:7][CH:6]=[CH:5][CH:4]=3)=[C:11]([O:21][CH3:22])[CH:12]=2)[N:17]=[CH:16][N:15]=1)(=[O:25])[CH3:24]. The yield is 0.890. (2) The reactants are Cl.Cl.[NH2:3][C:4]1[CH:5]=[C:6]([CH3:35])[C:7]([O:10][C:11]2[CH:16]=[C:15]([O:17][CH2:18][CH2:19][O:20][CH3:21])[CH:14]=[CH:13][C:12]=2/[CH:22]=[CH:23]/[C:24]([NH:26][S:27]([CH2:30][CH2:31][CH2:32][CH2:33][CH3:34])(=[O:29])=[O:28])=[O:25])=[N:8][CH:9]=1.[CH3:36][S:37](Cl)(=[O:39])=[O:38]. The catalyst is N1C=CC=CC=1.CN(C)C1C=CN=CC=1. The product is [CH3:36][S:37]([N:3]([S:27]([CH3:30])(=[O:29])=[O:28])[C:4]1[CH:5]=[C:6]([CH3:35])[C:7]([O:10][C:11]2[CH:16]=[C:15]([O:17][CH2:18][CH2:19][O:20][CH3:21])[CH:14]=[CH:13][C:12]=2/[CH:22]=[CH:23]/[C:24]([NH:26][S:27]([CH2:30][CH2:31][CH2:32][CH2:33][CH3:34])(=[O:29])=[O:28])=[O:25])=[N:8][CH:9]=1)(=[O:39])=[O:38]. The yield is 0.240. (3) The reactants are [CH3:1][O:2][N:3]([CH3:22])[C:4]1[N:9]=[C:8]([NH:10][CH2:11][CH:12]2[CH2:17][CH2:16][CH2:15][CH2:14][CH2:13]2)[N:7]=[C:6]([NH:18][CH2:19][C:20]#[CH:21])[N:5]=1.[ClH:23].C(OCC)C.Cl.CON(C)C1N=C(NCCC)N=C(NCC#C)N=1. No catalyst specified. The product is [ClH:23].[CH3:1][O:2][N:3]([CH3:22])[C:4]1[N:9]=[C:8]([NH:10][CH2:11][CH:12]2[CH2:13][CH2:14][CH2:15][CH2:16][CH2:17]2)[N:7]=[C:6]([NH:18][CH2:19][C:20]#[CH:21])[N:5]=1. The yield is 1.00. (4) The reactants are [CH:1]1([CH:4]([C:6]2[C:7]([Cl:13])=[N:8][CH:9]=[N:10][C:11]=2[Cl:12])[OH:5])[CH2:3][CH2:2]1. The catalyst is CC(C)=O.[O-2].[Cr+6].[O-2].[O-2]. The product is [CH:1]1([C:4]([C:6]2[C:7]([Cl:13])=[N:8][CH:9]=[N:10][C:11]=2[Cl:12])=[O:5])[CH2:2][CH2:3]1. The yield is 0.960.